From a dataset of Full USPTO retrosynthesis dataset with 1.9M reactions from patents (1976-2016). Predict the reactants needed to synthesize the given product. (1) The reactants are: [CH2:1]([O:3][C:4]([CH:6]1[CH2:13][CH:12]2[N:14]([CH2:15][C:16]([O:18][CH2:19][CH3:20])=[O:17])[CH:8]([CH2:9][C:10](=[O:21])[CH2:11]2)[CH2:7]1)=[O:5])[CH3:2].[BH4-].[Na+].C(O)(=O)C. Given the product [CH2:1]([O:3][C:4]([CH:6]1[CH2:13][CH:12]2[N:14]([CH2:15][C:16]([O:18][CH2:19][CH3:20])=[O:17])[CH:8]([CH2:9][CH:10]([OH:21])[CH2:11]2)[CH2:7]1)=[O:5])[CH3:2], predict the reactants needed to synthesize it. (2) Given the product [C:16]([O:15][CH:12]1[CH:11]=[CH:10][CH:9]([O:8][Si:1]([C:4]([CH3:7])([CH3:6])[CH3:5])([CH3:3])[CH3:2])[O:14][CH2:13]1)(=[O:18])[CH3:17], predict the reactants needed to synthesize it. The reactants are: [Si:1]([O:8][CH:9]1[O:14][CH2:13][CH:12]([OH:15])[CH:11]=[CH:10]1)([C:4]([CH3:7])([CH3:6])[CH3:5])([CH3:3])[CH3:2].[C:16](OC(=O)C)(=[O:18])[CH3:17].CO.O. (3) The reactants are: [N:1]1[CH:6]=[CH:5][CH:4]=[CH:3][C:2]=1[S:7]([CH:10]([NH:22][CH2:23][C:24]1[CH:29]=[CH:28][C:27]([C:30]2[S:31][CH:32]=[CH:33][N:34]=2)=[CH:26][CH:25]=1)[C:11]1[N:16]=[C:15]([NH:17][CH2:18][C:19]([OH:21])=[O:20])[CH:14]=[CH:13][CH:12]=1)(=[O:9])=[O:8].Cl.O1[CH2:41][CH2:40]OCC1. Given the product [N:1]1[CH:6]=[CH:5][CH:4]=[CH:3][C:2]=1[S:7]([CH:10]([NH:22][CH2:23][C:24]1[CH:29]=[CH:28][C:27]([C:30]2[S:31][CH:32]=[CH:33][N:34]=2)=[CH:26][CH:25]=1)[C:11]1[N:16]=[C:15]([NH:17][CH2:18][C:19]([O:21][CH2:2][CH2:3][CH2:4][CH2:5][CH2:40][CH3:41])=[O:20])[CH:14]=[CH:13][CH:12]=1)(=[O:9])=[O:8], predict the reactants needed to synthesize it. (4) The reactants are: [CH:1]12[CH2:6][CH:5]1[C:4](=[O:7])[O:3][C:2]2=[O:8].[CH2:9]([OH:16])[C:10]1[CH:15]=[CH:14][CH:13]=[CH:12][CH:11]=1. Given the product [CH2:9]([O:16][C:4]([C@H:5]1[CH2:6][C@H:1]1[C:2]([OH:8])=[O:3])=[O:7])[C:10]1[CH:15]=[CH:14][CH:13]=[CH:12][CH:11]=1, predict the reactants needed to synthesize it. (5) Given the product [OH:24][C:25]1([C:32]2[CH:37]=[CH:36][C:35]([C:38]3[N:39]=[CH:40][CH:41]=[CH:42][N:43]=3)=[CH:34][N:33]=2)[CH2:30][CH2:29][CH:28]([NH:2][C@H:3]2[CH2:7][CH2:6][N:5]([C:8](=[O:23])[CH2:9][NH:10][C:11](=[O:22])[C:12]3[CH:17]=[CH:16][CH:15]=[C:14]([C:18]([F:20])([F:21])[F:19])[CH:13]=3)[CH2:4]2)[CH2:27][CH2:26]1, predict the reactants needed to synthesize it. The reactants are: Cl.[NH2:2][C@H:3]1[CH2:7][CH2:6][N:5]([C:8](=[O:23])[CH2:9][NH:10][C:11](=[O:22])[C:12]2[CH:17]=[CH:16][CH:15]=[C:14]([C:18]([F:21])([F:20])[F:19])[CH:13]=2)[CH2:4]1.[OH:24][C:25]1([C:32]2[CH:37]=[CH:36][C:35]([C:38]3[N:43]=[CH:42][CH:41]=[CH:40][N:39]=3)=[CH:34][N:33]=2)[CH2:30][CH2:29][C:28](=O)[CH2:27][CH2:26]1.C(N(CC)CC)C.C(O[BH-](OC(=O)C)OC(=O)C)(=O)C.[Na+].